Dataset: Full USPTO retrosynthesis dataset with 1.9M reactions from patents (1976-2016). Task: Predict the reactants needed to synthesize the given product. (1) Given the product [C:23]([C:22]1[CH:25]=[CH:26][C:19]([CH2:18][O:1][C@@H:2]2[CH2:5][C@H:4]([C:6]([O:8][CH2:9][CH3:10])=[O:7])[CH2:3]2)=[CH:20][CH:21]=1)#[N:24], predict the reactants needed to synthesize it. The reactants are: [OH:1][C@@H:2]1[CH2:5][C@H:4]([C:6]([O:8][CH2:9][CH3:10])=[O:7])[CH2:3]1.C([O-])([O-])=O.[K+].[K+].Br[CH2:18][C:19]1[CH:26]=[CH:25][C:22]([C:23]#[N:24])=[CH:21][CH:20]=1. (2) Given the product [C:7]([O:11][C:12]([N:14]([CH2:26][C:27]([O:29][C:30]([CH3:33])([CH3:32])[CH3:31])=[O:28])[C:15]1[CH:20]=[CH:19][CH:18]=[C:17]([CH2:21][OH:22])[N:16]=1)=[O:13])([CH3:10])([CH3:9])[CH3:8], predict the reactants needed to synthesize it. The reactants are: C(O)C.[Cl-].[Ca+2].[Cl-].[C:7]([O:11][C:12]([N:14]([CH2:26][C:27]([O:29][C:30]([CH3:33])([CH3:32])[CH3:31])=[O:28])[C:15]1[CH:20]=[CH:19][CH:18]=[C:17]([C:21](OCC)=[O:22])[N:16]=1)=[O:13])([CH3:10])([CH3:9])[CH3:8].[BH4-].[Na+].COCCOCCOCCOCCOC. (3) Given the product [CH:22]1([CH2:21][N:13]2[C:12]3[CH:25]=[CH:26][C:9]([S:6]([CH2:5][CH:3]4[CH2:2][N:1]([S:35]([CH3:34])(=[O:37])=[O:36])[CH2:4]4)(=[O:8])=[O:7])=[CH:10][C:11]=3[N:15]=[C:14]2[CH2:16][C:17]([CH3:20])([CH3:19])[CH3:18])[CH2:23][CH2:24]1, predict the reactants needed to synthesize it. The reactants are: [NH:1]1[CH2:4][CH:3]([CH2:5][S:6]([C:9]2[CH:26]=[CH:25][C:12]3[N:13]([CH2:21][CH:22]4[CH2:24][CH2:23]4)[C:14]([CH2:16][C:17]([CH3:20])([CH3:19])[CH3:18])=[N:15][C:11]=3[CH:10]=2)(=[O:8])=[O:7])[CH2:2]1.C(N(CC)CC)C.[CH3:34][S:35](Cl)(=[O:37])=[O:36]. (4) Given the product [CH3:2][C:3]1[O:7][C:6]([CH:8]2[CH2:13][CH2:12][N:11]([C:15]3[N:20]=[CH:19][CH:18]=[CH:17][N:16]=3)[CH2:10][CH2:9]2)=[N:5][N:4]=1, predict the reactants needed to synthesize it. The reactants are: Cl.[CH3:2][C:3]1[O:7][C:6]([CH:8]2[CH2:13][CH2:12][NH:11][CH2:10][CH2:9]2)=[N:5][N:4]=1.Br[C:15]1[N:20]=[CH:19][CH:18]=[CH:17][N:16]=1.C(=O)([O-])[O-].[K+].[K+]. (5) Given the product [N:1]1[N:5]2[C:6]3[CH2:13][CH2:12][N:11]([C:14]4[CH:15]=[C:16]([NH2:20])[CH:17]=[CH:18][CH:19]=4)[CH2:10][C:7]=3[CH:8]=[N:9][C:4]2=[CH:3][CH:2]=1, predict the reactants needed to synthesize it. The reactants are: [N:1]1[N:5]2[C:6]3[CH2:13][CH2:12][N:11]([C:14]4[CH:15]=[C:16]([NH:20]C(=O)OC(C)(C)C)[CH:17]=[CH:18][CH:19]=4)[CH2:10][C:7]=3[CH:8]=[N:9][C:4]2=[CH:3][CH:2]=1.C(O)(C(F)(F)F)=O. (6) Given the product [OH:26][CH:27]([N:29]1[CH:33]=[CH:32][C:31]([C:34]([N:36]2[CH2:37][CH2:38][N:39]([C:42]3[CH:43]=[C:44]([CH:47]=[CH:48][CH:49]=3)[C:45]#[N:46])[CH2:40][CH2:41]2)=[O:35])=[C:30]1[C:50]1[CH:55]=[CH:54][CH:53]=[CH:52][CH:51]=1)[CH3:28], predict the reactants needed to synthesize it. The reactants are: CCCC[N+](CCCC)(CCCC)CCCC.[F-].[Si]([O:26][CH:27]([N:29]1[CH:33]=[CH:32][C:31]([C:34]([N:36]2[CH2:41][CH2:40][N:39]([C:42]3[CH:43]=[C:44]([CH:47]=[CH:48][CH:49]=3)[C:45]#[N:46])[CH2:38][CH2:37]2)=[O:35])=[C:30]1[C:50]1[CH:55]=[CH:54][CH:53]=[CH:52][CH:51]=1)[CH3:28])(C(C)(C)C)(C)C.C(OCC)(=O)C.